From a dataset of Catalyst prediction with 721,799 reactions and 888 catalyst types from USPTO. Predict which catalyst facilitates the given reaction. Reactant: [NH2:1][C:2]1[CH:9]=[CH:8][C:7]([Br:10])=[CH:6][C:3]=1[CH:4]=[O:5].C1COCC1.[C:16]1(=O)[O:21][C:19](=[O:20])[C:18]2=[CH:22][CH:23]=[CH:24][CH:25]=[C:17]12. Product: [Br:10][C:7]1[CH:8]=[CH:9][C:2]([N:1]2[C:19](=[O:20])[C:18]3[C:17](=[CH:25][CH:24]=[CH:23][CH:22]=3)[C:16]2=[O:21])=[C:3]([CH:6]=1)[CH:4]=[O:5]. The catalyst class is: 11.